From a dataset of Forward reaction prediction with 1.9M reactions from USPTO patents (1976-2016). Predict the product of the given reaction. (1) Given the reactants [F:1][C:2]([F:21])([F:20])[CH2:3][C:4]1[CH:9]=[CH:8][C:7]([CH:10]2[CH2:15][NH:14][CH2:13][CH:12]([C:16]([O:18][CH3:19])=[O:17])[CH2:11]2)=[CH:6][CH:5]=1.C(N(CC)CC)C.Cl[C:30]([O:32][C:33]1[CH:38]=[CH:37][C:36]([N+:39]([O-:41])=[O:40])=[CH:35][CH:34]=1)=[O:31], predict the reaction product. The product is: [F:21][C:2]([F:1])([F:20])[CH2:3][C:4]1[CH:9]=[CH:8][C:7]([CH:10]2[CH2:15][N:14]([C:30]([O:32][C:33]3[CH:34]=[CH:35][C:36]([N+:39]([O-:41])=[O:40])=[CH:37][CH:38]=3)=[O:31])[CH2:13][CH:12]([C:16]([O:18][CH3:19])=[O:17])[CH2:11]2)=[CH:6][CH:5]=1. (2) Given the reactants Cl[C:2]1[C:3]([C:20]([F:23])([F:22])[F:21])=[CH:4][C:5]([C:8]2[CH:13]=[CH:12][CH:11]=[C:10]([C:14]3[CH:15]=[N:16][N:17]([CH3:19])[CH:18]=3)[CH:9]=2)=[N:6][CH:7]=1.[O:24]1[CH2:29][CH2:28][CH:27]([N:30]2[CH:34]=[C:33](B3OC(C)(C)C(C)(C)O3)[CH:32]=[N:31]2)[CH2:26][CH2:25]1.C(=O)([O-])[O-].[K+].[K+], predict the reaction product. The product is: [CH3:19][N:17]1[CH:18]=[C:14]([C:10]2[CH:9]=[C:8]([C:5]3[CH:4]=[C:3]([C:20]([F:23])([F:22])[F:21])[C:2]([C:33]4[CH:32]=[N:31][N:30]([CH:27]5[CH2:28][CH2:29][O:24][CH2:25][CH2:26]5)[CH:34]=4)=[CH:7][N:6]=3)[CH:13]=[CH:12][CH:11]=2)[CH:15]=[N:16]1. (3) Given the reactants O[CH2:2][C@H:3]1[CH2:7][CH2:6][CH2:5][N:4]1[CH2:8][C:9]1[S:13][CH:12]=[C:11]([C:14]2[CH:15]=[C:16]3[C:20](=[C:21]([C:23]([NH2:25])=[O:24])[CH:22]=2)[NH:19][CH:18]=[C:17]3[CH:26]2[CH2:31][CH2:30][N:29]([S:32]([CH:35]([CH3:37])[CH3:36])(=[O:34])=[O:33])[CH2:28][CH2:27]2)[CH:10]=1.N1CCC[C@@H:39]1CO, predict the reaction product. The product is: [CH:5]1([N:4]([CH2:8][C:9]2[S:13][CH:12]=[C:11]([C:14]3[CH:15]=[C:16]4[C:20](=[C:21]([C:23]([NH2:25])=[O:24])[CH:22]=3)[NH:19][CH:18]=[C:17]4[CH:26]3[CH2:27][CH2:28][N:29]([S:32]([CH:35]([CH3:36])[CH3:37])(=[O:34])=[O:33])[CH2:30][CH2:31]3)[CH:10]=2)[CH3:39])[CH2:2][CH2:3][CH2:7][CH2:6]1. (4) The product is: [Br:40][C:41]1[CH:42]=[C:43]([CH:46]=[CH:47][C:48]=1[CH2:49][N:16]1[CH:17]=[C:13]([CH2:12][CH2:11][CH2:10][CH2:9][O:8][Si:1]([C:4]([CH3:7])([CH3:6])[CH3:5])([CH3:3])[CH3:2])[N:14]=[CH:15]1)[C:44]#[N:45]. Given the reactants [Si:1]([O:8][CH2:9][CH2:10][CH2:11][CH2:12][C:13]1[N:14]=[CH:15][N:16](C(C2C=CC=CC=2)(C2C=CC=CC=2)C2C=CC=CC=2)[CH:17]=1)([C:4]([CH3:7])([CH3:6])[CH3:5])([CH3:3])[CH3:2].C(#N)C.[Br:40][C:41]1[CH:42]=[C:43]([CH:46]=[CH:47][C:48]=1[CH2:49]Br)[C:44]#[N:45], predict the reaction product. (5) Given the reactants [F:1][C:2]1[CH:8]=[C:7]([N:9]2[CH:13]=[N:12][C:11]([CH3:14])=[N:10]2)[C:6]([O:15][CH3:16])=[CH:5][C:3]=1[NH2:4].[C:17](N1C=CC=CC1=O)(N1C=CC=CC1=O)=[S:18], predict the reaction product. The product is: [F:1][C:2]1[C:3]([N:4]=[C:17]=[S:18])=[CH:5][C:6]([O:15][CH3:16])=[C:7]([N:9]2[CH:13]=[N:12][C:11]([CH3:14])=[N:10]2)[CH:8]=1. (6) Given the reactants [CH2:1]([O:3][C:4](=[O:19])[C:5]([CH:7]1[CH2:16][CH2:15][C:14]2[CH:13]=[N:12][C:11]([Cl:17])=[CH:10][C:9]=2[C:8]1=O)=O)[CH3:2].[NH2:20][NH2:21].O, predict the reaction product. The product is: [CH2:1]([O:3][C:4]([C:5]1[NH:20][N:21]=[C:8]2[C:9]3[C:14](=[CH:13][N:12]=[C:11]([Cl:17])[CH:10]=3)[CH2:15][CH2:16][C:7]=12)=[O:19])[CH3:2]. (7) The product is: [CH3:14][C:2]([N+:15]([O-:17])=[O:16])([CH3:1])[CH2:3][C:4]1[N:8]2[CH:9]=[CH:10][CH:11]=[C:12]([O:13][CH2:19][C:20]([O:22][C:23]([CH3:26])([CH3:25])[CH3:24])=[O:21])[C:7]2=[N:6][CH:5]=1. Given the reactants [CH3:1][C:2]([N+:15]([O-:17])=[O:16])([CH3:14])[CH2:3][C:4]1[N:8]2[CH:9]=[CH:10][CH:11]=[C:12]([OH:13])[C:7]2=[N:6][CH:5]=1.Cl[CH2:19][C:20]([O:22][C:23]([CH3:26])([CH3:25])[CH3:24])=[O:21].C(=O)([O-])[O-].[K+].[K+].[I-].[K+], predict the reaction product. (8) Given the reactants [CH3:1][C:2]1[NH:3][C:4]2[C:9]([C:10]=1[CH3:11])=[CH:8][C:7]([O:12][C:13]1[C:22]3[C:17](=[CH:18][C:19]([OH:25])=[C:20]([O:23][CH3:24])[CH:21]=3)[N:16]=[CH:15][N:14]=1)=[CH:6][CH:5]=2.O[CH2:27][CH2:28][N:29]1[CH2:33][CH2:32][CH2:31][C:30]1=[O:34], predict the reaction product. The product is: [CH3:1][C:2]1[NH:3][C:4]2[C:9]([C:10]=1[CH3:11])=[CH:8][C:7]([O:12][C:13]1[C:22]3[C:17](=[CH:18][C:19]([O:25][CH2:27][CH2:28][N:29]4[CH2:33][CH2:32][CH2:31][C:30]4=[O:34])=[C:20]([O:23][CH3:24])[CH:21]=3)[N:16]=[CH:15][N:14]=1)=[CH:6][CH:5]=2. (9) Given the reactants Br[C:2]1[CH:3]=[C:4]2[C:8](=[CH:9][CH:10]=1)[N:7]([C:11]1[CH:16]=[CH:15][C:14]([F:17])=[CH:13][CH:12]=1)[N:6]=[CH:5]2.[Li]CCCC.[CH2:23]([O:25][C:26]([C:28]1[N:29]([CH2:39][CH:40]=[CH2:41])[CH:30]=[C:31]([C:33](=[O:38])[C:34]([F:37])([F:36])[F:35])[CH:32]=1)=[O:27])[CH3:24], predict the reaction product. The product is: [CH2:23]([O:25][C:26]([C:28]1[N:29]([CH2:39][CH:40]=[CH2:41])[CH:30]=[C:31]([C:33]([C:2]2[CH:3]=[C:4]3[C:8](=[CH:9][CH:10]=2)[N:7]([C:11]2[CH:16]=[CH:15][C:14]([F:17])=[CH:13][CH:12]=2)[N:6]=[CH:5]3)([OH:38])[C:34]([F:36])([F:35])[F:37])[CH:32]=1)=[O:27])[CH3:24].